From a dataset of Reaction yield outcomes from USPTO patents with 853,638 reactions. Predict the reaction yield, written as a fraction of the theoretical maximum amount of product (1.0 means a 100% yield; for example, 0.34 means a 34% yield). (1) The reactants are [CH2:1]([O:3][C:4](=[O:20])[C:5]([CH3:19])([CH3:18])[CH2:6][CH2:7][CH2:8][CH:9]=[CH:10][C:11]1[CH:16]=[CH:15][CH:14]=[CH:13][C:12]=1[Cl:17])[CH3:2].[BrH:21]. The catalyst is C(O)(=O)C. The product is [CH2:1]([O:3][C:4](=[O:20])[C:5]([CH3:19])([CH3:18])[CH2:6][CH2:7][CH2:8][CH2:9][CH:10]([Br:21])[C:11]1[CH:16]=[CH:15][CH:14]=[CH:13][C:12]=1[Cl:17])[CH3:2]. The yield is 0.860. (2) The reactants are Cl[C:2]1[N:7]=[CH:6][C:5]([S:8]([N:11]2[C:15]([C:16]3[CH:21]=[CH:20][CH:19]=[CH:18][C:17]=3[F:22])=[CH:14][C:13]([CH:23]=[O:24])=[CH:12]2)(=[O:10])=[O:9])=[CH:4][CH:3]=1.[CH3:25]B(O)O.C(=O)([O-])[O-].[K+].[K+].C(=O)([O-])O.[Na+]. The catalyst is C1C=CC([P]([Pd]([P](C2C=CC=CC=2)(C2C=CC=CC=2)C2C=CC=CC=2)([P](C2C=CC=CC=2)(C2C=CC=CC=2)C2C=CC=CC=2)[P](C2C=CC=CC=2)(C2C=CC=CC=2)C2C=CC=CC=2)(C2C=CC=CC=2)C2C=CC=CC=2)=CC=1.O1CCOCC1. The product is [F:22][C:17]1[CH:18]=[CH:19][CH:20]=[CH:21][C:16]=1[C:15]1[N:11]([S:8]([C:5]2[CH:6]=[N:7][C:2]([CH3:25])=[CH:3][CH:4]=2)(=[O:10])=[O:9])[CH:12]=[C:13]([CH:23]=[O:24])[CH:14]=1. The yield is 0.390. (3) The catalyst is C1(C)C=CC=CC=1.C1C=CC(P(C2C=CC=CC=2)[C-]2C=CC=C2)=CC=1.C1C=CC(P(C2C=CC=CC=2)[C-]2C=CC=C2)=CC=1.Cl[Pd]Cl.[Fe+2].C1C=CC(P(C2C=CC=CC=2)[C-]2C=CC=C2)=CC=1.C1C=CC(P(C2C=CC=CC=2)[C-]2C=CC=C2)=CC=1.[Fe+2]. The yield is 0.270. The product is [O:9]1[C:5]2[CH:4]=[CH:3][C:2]([N:11]3[CH2:16][CH2:15][CH2:14][CH2:13][CH2:12]3)=[CH:10][C:6]=2[CH:7]=[CH:8]1. The reactants are Br[C:2]1[CH:3]=[CH:4][C:5]2[O:9][CH:8]=[CH:7][C:6]=2[CH:10]=1.[NH:11]1[CH2:16][CH2:15][CH2:14][CH2:13][CH2:12]1.CC(C)([O-])C.[Na+]. (4) The reactants are [N:1]1[C:10]2[C:5](=[CH:6][CH:7]=[CH:8][CH:9]=2)[CH:4]=[C:3]([N:11]2[CH2:42][CH2:41][C:14]3([C:19](=[O:20])[N:18]([CH2:21][C:22]4[C:30]5[C:25](=[CH:26][CH:27]=[CH:28][CH:29]=5)[N:24](S(C5C=CC(C)=CC=5)(=O)=O)[CH:23]=4)[CH2:17][CH2:16][CH2:15]3)[CH2:13][CH2:12]2)[CH:2]=1.C([O-])([O-])=O.[Cs+].[Cs+]. The catalyst is CO.C(OCC)(=O)C. The product is [NH:24]1[C:25]2[C:30](=[CH:29][CH:28]=[CH:27][CH:26]=2)[C:22]([CH2:21][N:18]2[CH2:17][CH2:16][CH2:15][C:14]3([CH2:13][CH2:12][N:11]([C:3]4[CH:2]=[N:1][C:10]5[C:5]([CH:4]=4)=[CH:6][CH:7]=[CH:8][CH:9]=5)[CH2:42][CH2:41]3)[C:19]2=[O:20])=[CH:23]1. The yield is 0.710. (5) The reactants are [Cl:1][C:2]1[C:7]([N+:8]([O-:10])=[O:9])=[CH:6][CH:5]=[C:4]([Cl:11])[C:3]=1[S:12](Cl)(=[O:14])=[O:13].[NH2:16][C:17]1[CH:22]=[CH:21][CH:20]=[CH:19][CH:18]=1.C(N(CC)CC)C. No catalyst specified. The product is [C:17]1([NH:16][S:12]([C:3]2[C:4]([Cl:11])=[CH:5][CH:6]=[C:7]([N+:8]([O-:10])=[O:9])[C:2]=2[Cl:1])(=[O:14])=[O:13])[CH:22]=[CH:21][CH:20]=[CH:19][CH:18]=1. The yield is 0.200. (6) The reactants are C1C=CC(P(C2C=CC3C(=CC=CC=3)C=2C2C3C(=CC=CC=3)C=CC=2P(C2C=CC=CC=2)C2C=CC=CC=2)C2C=CC=CC=2)=CC=1.[Cl:47][C:48]1[CH:53]=[CH:52][C:51](B(O)O)=[CH:50][CH:49]=1.CO.[CH2:59]([N:66]1[CH2:70][CH:69]=[C:68]([C:71](=[O:73])[CH3:72])[CH2:67]1)[C:60]1[CH:65]=[CH:64][CH:63]=[CH:62][CH:61]=1. The catalyst is O. The product is [CH2:59]([N:66]1[CH2:70][C@H:69]([C:51]2[CH:52]=[CH:53][C:48]([Cl:47])=[CH:49][CH:50]=2)[C@@H:68]([C:71](=[O:73])[CH3:72])[CH2:67]1)[C:60]1[CH:65]=[CH:64][CH:63]=[CH:62][CH:61]=1. The yield is 0.330. (7) The reactants are Br[CH2:2][C:3]1[CH:12]=[C:11]([N+:13]([O-:15])=[O:14])[CH:10]=[CH:9][C:4]=1[C:5]([O:7]C)=O.[CH3:16][O:17][C:18]1[CH:23]=[C:22]([O:24][CH3:25])[CH:21]=[CH:20][C:19]=1[CH2:26][NH2:27].C(N(CC)CC)C. The catalyst is CO.C(OCC)(=O)C.CCCCCC. The product is [CH3:16][O:17][C:18]1[CH:23]=[C:22]([O:24][CH3:25])[CH:21]=[CH:20][C:19]=1[CH2:26][N:27]1[CH2:2][C:3]2[C:4](=[CH:9][CH:10]=[C:11]([N+:13]([O-:15])=[O:14])[CH:12]=2)[C:5]1=[O:7]. The yield is 0.840. (8) The reactants are C[O:2][C:3]([C:5]1[S:6][C:7]([C:27]2[CH:32]=[CH:31][CH:30]=[CH:29][CH:28]=2)=[CH:8][C:9]=1[N:10]([C:17]([CH:19]1[CH2:24][CH2:23][CH:22]([CH3:25])[CH2:21][CH:20]1[OH:26])=[O:18])[CH:11]1[CH2:16][CH2:15][O:14][CH2:13][CH2:12]1)=[O:4].O.[Li+].[OH-]. The catalyst is O1CCOCC1. The product is [OH:26][CH:20]1[CH2:21][CH:22]([CH3:25])[CH2:23][CH2:24][CH:19]1[C:17]([N:10]([CH:11]1[CH2:16][CH2:15][O:14][CH2:13][CH2:12]1)[C:9]1[CH:8]=[C:7]([C:27]2[CH:28]=[CH:29][CH:30]=[CH:31][CH:32]=2)[S:6][C:5]=1[C:3]([OH:4])=[O:2])=[O:18]. The yield is 0.520. (9) The reactants are [CH:1]1([NH:4][C:5](=[O:22])[C:6]2[CH:11]=[CH:10][C:9]([B:12]3[O:16]C(C)(C)C(C)(C)[O:13]3)=[CH:8][C:7]=2[CH3:21])CC1.I([O-])(=O)(=O)=O.[Na+].Cl. The catalyst is CC(C)=O. The product is [CH3:21][C:7]1[CH:8]=[C:9]([B:12]([OH:16])[OH:13])[CH:10]=[CH:11][C:6]=1[C:5](=[O:22])[NH:4][CH3:1]. The yield is 0.942. (10) The reactants are [F:1][C:2]1[CH:3]=[C:4]([OH:9])[CH:5]=[C:6]([F:8])[CH:7]=1.C(=O)([O-])[O-].[K+].[K+].[CH2:16](OS(OCC)(=O)=O)[CH3:17].O. The catalyst is CN(C)C=O. The product is [CH2:16]([O:9][C:4]1[CH:3]=[C:2]([F:1])[CH:7]=[C:6]([F:8])[CH:5]=1)[CH3:17]. The yield is 0.860.